This data is from Reaction yield outcomes from USPTO patents with 853,638 reactions. The task is: Predict the reaction yield, written as a fraction of the theoretical maximum amount of product (1.0 means a 100% yield; for example, 0.34 means a 34% yield). (1) The reactants are Br[C:2]1[CH:23]=[CH:22][C:5]2[C:6]3[N:10]([CH2:11][CH2:12][O:13][C:4]=2[CH:3]=1)[CH:9]=[C:8]([C:14]1[N:15]([CH:19]([CH3:21])[CH3:20])[N:16]=[CH:17][N:18]=1)[N:7]=3.C(P(C(C)(C)C)C1C=CC=CC=1C1C(C(C)C)=CC(C(C)C)=CC=1C(C)C)(C)(C)C.[OH-:54].[K+]. The catalyst is O1CCOCC1.O.C1C=CC(/C=C/C(/C=C/C2C=CC=CC=2)=O)=CC=1.C1C=CC(/C=C/C(/C=C/C2C=CC=CC=2)=O)=CC=1.C1C=CC(/C=C/C(/C=C/C2C=CC=CC=2)=O)=CC=1.[Pd].[Pd]. The product is [CH:19]([N:15]1[C:14]([C:8]2[N:7]=[C:6]3[C:5]4[CH:22]=[CH:23][C:2]([OH:54])=[CH:3][C:4]=4[O:13][CH2:12][CH2:11][N:10]3[CH:9]=2)=[N:18][CH:17]=[N:16]1)([CH3:21])[CH3:20]. The yield is 0.460. (2) The reactants are [CH3:1][O:2][C:3]1[CH:8]=[CH:7][C:6]([C:9]([C:11]2[CH:16]=[CH:15][C:14]([O:17][CH3:18])=[CH:13][CH:12]=2)=O)=[CH:5][CH:4]=1.[OH:19][C:20]1[CH:25]=[CH:24][C:23]([C:26](=O)[CH2:27][CH3:28])=[CH:22][CH:21]=1. No catalyst specified. The product is [CH2:27]([C:26]([C:23]1[CH:24]=[CH:25][C:20]([OH:19])=[CH:21][CH:22]=1)=[C:9]([C:11]1[CH:16]=[CH:15][C:14]([O:17][CH3:18])=[CH:13][CH:12]=1)[C:6]1[CH:7]=[CH:8][C:3]([O:2][CH3:1])=[CH:4][CH:5]=1)[CH3:28]. The yield is 0.500.